Dataset: NCI-60 drug combinations with 297,098 pairs across 59 cell lines. Task: Regression. Given two drug SMILES strings and cell line genomic features, predict the synergy score measuring deviation from expected non-interaction effect. (1) Drug 1: C(CN)CNCCSP(=O)(O)O. Drug 2: CCC1(C2=C(COC1=O)C(=O)N3CC4=CC5=C(C=CC(=C5CN(C)C)O)N=C4C3=C2)O.Cl. Cell line: HCT-15. Synergy scores: CSS=16.9, Synergy_ZIP=-2.31, Synergy_Bliss=-0.411, Synergy_Loewe=-33.0, Synergy_HSA=-5.66. (2) Drug 1: CC12CCC(CC1=CCC3C2CCC4(C3CC=C4C5=CN=CC=C5)C)O. Drug 2: C1=C(C(=O)NC(=O)N1)F. Cell line: MCF7. Synergy scores: CSS=31.7, Synergy_ZIP=3.83, Synergy_Bliss=3.24, Synergy_Loewe=3.68, Synergy_HSA=5.82. (3) Drug 1: CC1C(C(=O)NC(C(=O)N2CCCC2C(=O)N(CC(=O)N(C(C(=O)O1)C(C)C)C)C)C(C)C)NC(=O)C3=C4C(=C(C=C3)C)OC5=C(C(=O)C(=C(C5=N4)C(=O)NC6C(OC(=O)C(N(C(=O)CN(C(=O)C7CCCN7C(=O)C(NC6=O)C(C)C)C)C)C(C)C)C)N)C. Drug 2: CCC1(C2=C(COC1=O)C(=O)N3CC4=CC5=C(C=CC(=C5CN(C)C)O)N=C4C3=C2)O.Cl. Cell line: CAKI-1. Synergy scores: CSS=65.0, Synergy_ZIP=-2.24, Synergy_Bliss=-2.34, Synergy_Loewe=0.997, Synergy_HSA=3.77.